From a dataset of Forward reaction prediction with 1.9M reactions from USPTO patents (1976-2016). Predict the product of the given reaction. (1) Given the reactants C(OC(=O)[NH:7][CH2:8][CH2:9][C:10](=[O:18])[NH:11][C:12]1[CH:17]=[CH:16][CH:15]=[CH:14][N:13]=1)(C)(C)C.[Si]([I:24])(C)(C)C.CO, predict the reaction product. The product is: [IH:24].[NH2:7][CH2:8][CH2:9][C:10]([NH:11][C:12]1[CH:17]=[CH:16][CH:15]=[CH:14][N:13]=1)=[O:18]. (2) The product is: [CH2:17]([C:2]1[S:1][CH:5]=[CH:4][CH:3]=1)[CH2:18][CH2:19][CH2:20][CH2:21][CH2:22][CH2:23][CH2:24][CH2:25][CH3:26]. Given the reactants [S:1]1[CH:5]=[CH:4][CH:3]=[CH:2]1.C1COCC1.C([Li])CCC.Br[CH2:17][CH2:18][CH2:19][CH2:20][CH2:21][CH2:22][CH2:23][CH2:24][CH2:25][CH3:26], predict the reaction product. (3) The product is: [CH2:52]([NH:1][C:2]1[CH:3]=[CH:4][CH:5]=[C:6]2[C:10]=1[C:9](=[O:11])[N:8]([C:12]1[C:20]3[C:15](=[N:16][CH:17]=[C:18]([C:21]4[CH:26]=[CH:25][C:24]([S:27]([CH:30]([CH3:31])[CH3:32])(=[O:29])=[O:28])=[CH:23][CH:22]=4)[N:19]=3)[NH:14][CH:13]=1)[CH2:7]2)[CH3:53]. Given the reactants [NH2:1][C:2]1[CH:3]=[CH:4][CH:5]=[C:6]2[C:10]=1[C:9](=[O:11])[N:8]([C:12]1[C:20]3[C:15](=[N:16][CH:17]=[C:18]([C:21]4[CH:26]=[CH:25][C:24]([S:27]([CH:30]([CH3:32])[CH3:31])(=[O:29])=[O:28])=[CH:23][CH:22]=4)[N:19]=3)[N:14](C(C3C=CC=CC=3)(C3C=CC=CC=3)C3C=CC=CC=3)[CH:13]=1)[CH2:7]2.[CH:52](=O)[CH3:53].[BH-](OC(C)=O)(OC(C)=O)OC(C)=O.[Na+].C([SiH](CC)CC)C.C(O)(C(F)(F)F)=O, predict the reaction product. (4) Given the reactants [CH3:1]NCCN(C)C.C([Li])CCC.[CH:13]([Si:16]([CH:29]([CH3:31])[CH3:30])([CH:26]([CH3:28])[CH3:27])[O:17][C:18]1[CH:25]=[CH:24][C:21]([CH:22]=[O:23])=[CH:20][CH:19]=1)([CH3:15])[CH3:14].CI, predict the reaction product. The product is: [CH3:1][C:24]1[CH:25]=[C:18]([O:17][Si:16]([CH:13]([CH3:15])[CH3:14])([CH:26]([CH3:28])[CH3:27])[CH:29]([CH3:31])[CH3:30])[CH:19]=[CH:20][C:21]=1[CH:22]=[O:23]. (5) Given the reactants [Cl:1][C:2]1[N:6]([CH3:7])[N:5]=[C:4]([C:8]2[CH:13]=[CH:12][CH:11]=[CH:10][N:9]=2)[C:3]=1[CH:14]([C:16]1[CH:21]=[CH:20][C:19]([Cl:22])=[CH:18][C:17]=1[CH3:23])[OH:15].CC(OI1(OC(C)=O)(OC(C)=O)OC(=O)C2C=CC=CC1=2)=O.C([O-])(O)=O.[Na+], predict the reaction product. The product is: [Cl:1][C:2]1[N:6]([CH3:7])[N:5]=[C:4]([C:8]2[CH:13]=[CH:12][CH:11]=[CH:10][N:9]=2)[C:3]=1[C:14]([C:16]1[CH:21]=[CH:20][C:19]([Cl:22])=[CH:18][C:17]=1[CH3:23])=[O:15]. (6) Given the reactants [I:1][C:2]1[N:6]2[CH:7]=[CH:8][C:9]([CH:11](O)[CH2:12][N+:13]([O-:15])=[O:14])=[CH:10][C:5]2=[N:4][CH:3]=1.C(N(CC)CC)C.CS(Cl)(=O)=O, predict the reaction product. The product is: [I:1][C:2]1[N:6]2[CH:7]=[CH:8][C:9](/[CH:11]=[CH:12]/[N+:13]([O-:15])=[O:14])=[CH:10][C:5]2=[N:4][CH:3]=1. (7) Given the reactants [Na].O=C1O[C@H]([C@H](CO)O)C(O)=C1O.[CH2:14]1[C:22]2[C:17](=[CH:18][CH:19]=[CH:20][CH:21]=2)[CH2:16][CH:15]1[NH:23][C:24]1[N:25]=[CH:26][C:27]2[CH2:33][N:32]([C:34]([O:36][CH2:37][CH2:38][CH2:39][C:40]#[CH:41])=[O:35])[CH2:31][CH2:30][C:28]=2[N:29]=1.[N:42]([Si](C)(C)C)=[N+:43]=[N-:44], predict the reaction product. The product is: [CH2:14]1[C:22]2[C:17](=[CH:18][CH:19]=[CH:20][CH:21]=2)[CH2:16][CH:15]1[NH:23][C:24]1[N:25]=[CH:26][C:27]2[CH2:33][N:32]([C:34]([O:36][CH2:37][CH2:38][CH2:39][C:40]3[N:42]=[N:43][NH:44][CH:41]=3)=[O:35])[CH2:31][CH2:30][C:28]=2[N:29]=1. (8) Given the reactants Cl.[NH2:2][CH2:3][C:4]([CH3:10])([OH:9])[C:5]([F:8])([F:7])[F:6].[C:11](=O)([O:20]N1C(=O)CCC1=O)[O:12][CH2:13][C:14]1[CH:19]=[CH:18][CH:17]=[CH:16][CH:15]=1, predict the reaction product. The product is: [F:6][C:5]([F:8])([F:7])[C:4]([OH:9])([CH3:10])[CH2:3][NH:2][C:11](=[O:20])[O:12][CH2:13][C:14]1[CH:19]=[CH:18][CH:17]=[CH:16][CH:15]=1.